Dataset: Reaction yield outcomes from USPTO patents with 853,638 reactions. Task: Predict the reaction yield, written as a fraction of the theoretical maximum amount of product (1.0 means a 100% yield; for example, 0.34 means a 34% yield). (1) The reactants are CCN(C(C)C)C(C)C.Cl.[F:11][C:12]([F:41])([F:40])[C:13]([C:19]1[CH:24]=[CH:23][C:22]([C@:25]2([S:30]([C:33]3[CH:38]=[CH:37][C:36]([F:39])=[CH:35][CH:34]=3)(=[O:32])=[O:31])[CH2:29][CH2:28][NH:27][CH2:26]2)=[CH:21][CH:20]=1)([OH:18])[C:14]([F:17])([F:16])[F:15].[C:42](O[C:42]([O:44][C:45]([CH3:48])([CH3:47])[CH3:46])=[O:43])([O:44][C:45]([CH3:48])([CH3:47])[CH3:46])=[O:43]. The catalyst is ClCCl. The product is [F:39][C:36]1[CH:35]=[CH:34][C:33]([S:30]([C@@:25]2([C:22]3[CH:21]=[CH:20][C:19]([C:13]([OH:18])([C:14]([F:17])([F:16])[F:15])[C:12]([F:11])([F:40])[F:41])=[CH:24][CH:23]=3)[CH2:29][CH2:28][N:27]([C:42]([O:44][C:45]([CH3:48])([CH3:47])[CH3:46])=[O:43])[CH2:26]2)(=[O:32])=[O:31])=[CH:38][CH:37]=1. The yield is 0.960. (2) The catalyst is C1COCC1. The yield is 0.960. The product is [Cl:1][C:2]1[C:7]2[S:8][C:9]([B:11]([OH:16])[OH:12])=[CH:10][C:6]=2[CH:5]=[CH:4][CH:3]=1. The reactants are [Cl:1][C:2]1[C:7]2[S:8][CH:9]=[CH:10][C:6]=2[CH:5]=[CH:4][CH:3]=1.[B:11](OC(C)C)([O:16]C(C)C)[O:12]C(C)C.[Cl-].[NH4+]. (3) The reactants are [Cl:1][C:2]1[CH:3]=[CH:4][C:5]([O:23][CH3:24])=[C:6]([CH:22]=1)[C:7]([NH:9][CH2:10][CH2:11][CH:12]1[CH2:17][CH2:16][N:15]([S:18]([NH2:21])(=[O:20])=[O:19])[CH2:14][CH2:13]1)=[O:8].C(=O)([O-])[O-].[Cs+].[Cs+].[CH2:31]([N:33]=[C:34]=[S:35])[CH3:32]. The catalyst is CN1CCCC1=O. The product is [Cl:1][C:2]1[CH:3]=[CH:4][C:5]([O:23][CH3:24])=[C:6]([CH:22]=1)[C:7]([NH:9][CH2:10][CH2:11][CH:12]1[CH2:17][CH2:16][N:15]([S:18]([NH:21][C:34]([NH:33][CH2:31][CH3:32])=[S:35])(=[O:20])=[O:19])[CH2:14][CH2:13]1)=[O:8]. The yield is 0.350.